From a dataset of Full USPTO retrosynthesis dataset with 1.9M reactions from patents (1976-2016). Predict the reactants needed to synthesize the given product. Given the product [C:24]1([C:2]2[CH:7]=[CH:6][C:5](/[CH:8]=[CH:9]/[S:10]([NH:13][C:14]3[CH:19]=[CH:18][CH:17]=[CH:16][C:15]=3[S:20]([NH2:23])(=[O:22])=[O:21])(=[O:12])=[O:11])=[CH:4][CH:3]=2)[CH2:28][CH2:27][CH2:26][CH:25]=1, predict the reactants needed to synthesize it. The reactants are: Br[C:2]1[CH:7]=[CH:6][C:5](/[CH:8]=[CH:9]/[S:10]([NH:13][C:14]2[CH:19]=[CH:18][CH:17]=[CH:16][C:15]=2[S:20]([NH2:23])(=[O:22])=[O:21])(=[O:12])=[O:11])=[CH:4][CH:3]=1.[C:24]1(B(O)O)[CH2:28][CH2:27][CH2:26][CH:25]=1.C(=O)([O-])[O-].[Na+].[Na+].